This data is from Retrosynthesis with 50K atom-mapped reactions and 10 reaction types from USPTO. The task is: Predict the reactants needed to synthesize the given product. (1) Given the product CC(=O)c1cn(CC(=O)OC(C)(C)C)c2ccc(Oc3ncc(Br)cn3)cc12, predict the reactants needed to synthesize it. The reactants are: CC(=O)c1cn(CC(=O)OC(C)(C)C)c2ccc(O)cc12.Fc1ncc(Br)cn1. (2) Given the product N=C(N)NC(=O)c1cc(-c2ccnc(Nc3ccncn3)c2)cnc1N, predict the reactants needed to synthesize it. The reactants are: CC(C)(C)OC(=O)NC(=N)NC(=O)c1cc(-c2ccnc(Nc3ccncn3)c2)cnc1N. (3) Given the product O=[N+]([O-])c1cccc(CCO)c1, predict the reactants needed to synthesize it. The reactants are: O=C(O)Cc1cccc([N+](=O)[O-])c1. (4) Given the product CN1CCN(CCOCCN2C(=O)C(NC(=O)c3cc4ccccc4[nH]3)N=C(c3ccccc3)c3ccccc32)CC1, predict the reactants needed to synthesize it. The reactants are: CN1CCNCC1.O=C(NC1N=C(c2ccccc2)c2ccccc2N(CCOCCCl)C1=O)c1cc2ccccc2[nH]1.